This data is from Catalyst prediction with 721,799 reactions and 888 catalyst types from USPTO. The task is: Predict which catalyst facilitates the given reaction. (1) Reactant: [Cl:1][C:2]1[CH:8]=[C:7]([O:9][CH3:10])[CH:6]=[CH:5][C:3]=1[NH2:4].Cl.N([O-])=O.[Na+].C([O-])(=O)C.[Na+].[C:21]([O:27][CH:28](CC)[CH3:29])(=[O:26])[CH2:22][C:23](C)=O.[OH-].[K+].S(=O)(=O)(O)O. Product: [Cl:1][C:2]1[CH:8]=[C:7]([O:9][CH3:10])[CH:6]=[C:5]2[C:3]=1[NH:4][C:22]([C:21]([O:27][CH2:28][CH3:29])=[O:26])=[CH:23]2. The catalyst class is: 97. (2) Reactant: [C:1]([NH:4][C:5]1[N:6]=[CH:7][CH:8]=[C:9]2[C:18]3[CH:17]=[CH:16][C:15]([O:19][CH2:20][C@@H:21]([NH:26]C(=O)OC(C)(C)C)[CH2:22][CH:23]([CH3:25])[CH3:24])=[CH:14][C:13]=3[O:12][CH:11]([CH3:34])[C:10]=12)(=[O:3])[CH3:2].C(O)(C(F)(F)F)=O. Product: [NH2:26][C@@H:21]([CH2:22][CH:23]([CH3:25])[CH3:24])[CH2:20][O:19][C:15]1[CH:16]=[CH:17][C:18]2[C:9]3[C:10](=[C:5]([NH:4][C:1](=[O:3])[CH3:2])[N:6]=[CH:7][CH:8]=3)[CH:11]([CH3:34])[O:12][C:13]=2[CH:14]=1. The catalyst class is: 4. (3) Reactant: C(OC([N:11]1[CH2:16][CH2:15][CH:14]([O:17][C:18]2[CH:19]=[C:20]3[C:24](=[CH:25][CH:26]=2)[NH:23][N:22]=[C:21]3[S:27]([C:30]2[C:39]3[C:34](=[CH:35][CH:36]=[CH:37][CH:38]=3)[CH:33]=[CH:32][CH:31]=2)(=[O:29])=[O:28])[CH2:13][CH2:12]1)=O)C1C=CC=CC=1.C1(OC)C=CC=CC=1.OS(C(F)(F)F)(=O)=O.[OH-].[Na+]. Product: [C:30]1([S:27]([C:21]2[C:20]3[C:24](=[CH:25][CH:26]=[C:18]([O:17][CH:14]4[CH2:15][CH2:16][NH:11][CH2:12][CH2:13]4)[CH:19]=3)[NH:23][N:22]=2)(=[O:28])=[O:29])[C:39]2[C:34](=[CH:35][CH:36]=[CH:37][CH:38]=2)[CH:33]=[CH:32][CH:31]=1. The catalyst class is: 2. (4) Reactant: [C:1](OC(=O)C)(=[O:3])[CH3:2].[F:8][C:9]1[CH:50]=[CH:49][CH:48]=[C:47]([F:51])[C:10]=1[C:11]([NH:13][C:14]1[CH:19]=[CH:18][CH:17]=[C:16]([C:20]2[N:21]=[C:22]([CH3:46])[S:23][C:24]=2[C:25]2[CH:30]=[CH:29][N:28]=[C:27]([NH:31][C:32]3[CH:37]=[CH:36][C:35]([O:38][CH:39]4[CH2:44][CH2:43][NH:42][CH2:41][CH2:40]4)=[C:34]([F:45])[CH:33]=3)[N:26]=2)[CH:15]=1)=[O:12]. Product: [C:1]([N:42]1[CH2:43][CH2:44][CH:39]([O:38][C:35]2[CH:36]=[CH:37][C:32]([NH:31][C:27]3[N:26]=[C:25]([C:24]4[S:23][C:22]([CH3:46])=[N:21][C:20]=4[C:16]4[CH:15]=[C:14]([NH:13][C:11](=[O:12])[C:10]5[C:9]([F:8])=[CH:50][CH:49]=[CH:48][C:47]=5[F:51])[CH:19]=[CH:18][CH:17]=4)[CH:30]=[CH:29][N:28]=3)=[CH:33][C:34]=2[F:45])[CH2:40][CH2:41]1)(=[O:3])[CH3:2]. The catalyst class is: 2. (5) Reactant: F[C:2]1[CH:7]=[CH:6][C:5]([N+:8]([O-:10])=[O:9])=[C:4]([O:11][CH3:12])[CH:3]=1.C(=O)([O-])[O-].[K+].[K+].CN(C)C=O.Cl.O.[NH:26]1[CH2:31][CH2:30][C:29](=[O:32])[CH2:28][CH2:27]1. Product: [CH3:12][O:11][C:4]1[CH:3]=[C:2]([N:26]2[CH2:31][CH2:30][C:29](=[O:32])[CH2:28][CH2:27]2)[CH:7]=[CH:6][C:5]=1[N+:8]([O-:10])=[O:9]. The catalyst class is: 6. (6) The catalyst class is: 18. Product: [CH3:23][O:27][N:28]([CH3:29])[C:12](=[O:14])[CH2:11]/[CH:10]=[CH:9]/[C:6]1[CH:5]=[CH:4][C:3]([O:2][CH3:1])=[CH:8][CH:7]=1. Reactant: [CH3:1][O:2][C:3]1[CH:8]=[CH:7][C:6](/[CH:9]=[CH:10]/[CH2:11][C:12]([OH:14])=O)=[CH:5][CH:4]=1.[B-](F)(F)(F)F.CN([C:23]([O:27][N:28]1N=NC2[C:29]1=CC=CC=2)=[N+](C)C)C.CCN(CC)CC. (7) Product: [CH3:16][C:17]1([CH3:24])[CH2:22][CH2:21][N:20]([C:2]2[N:3]=[N:4][C:5]([C:8]#[C:9][C:10]3[CH:15]=[CH:14][CH:13]=[CH:12][CH:11]=3)=[CH:6][CH:7]=2)[C:19](=[O:23])[CH2:18]1. The catalyst class is: 101. Reactant: I[C:2]1[N:3]=[N:4][C:5]([C:8]#[C:9][C:10]2[CH:15]=[CH:14][CH:13]=[CH:12][CH:11]=2)=[CH:6][CH:7]=1.[CH3:16][C:17]1([CH3:24])[CH2:22][CH2:21][NH:20][C:19](=[O:23])[CH2:18]1.C1(P(C2C=CC=CC=2)C2C3OC4C(=CC=CC=4P(C4C=CC=CC=4)C4C=CC=CC=4)C(C)(C)C=3C=CC=2)C=CC=CC=1.